From a dataset of Forward reaction prediction with 1.9M reactions from USPTO patents (1976-2016). Predict the product of the given reaction. (1) Given the reactants [Cl:1][C:2]1[CH:7]=[C:6]([NH:8][CH2:9][C:10]2[O:11][CH:12]=[CH:13][CH:14]=2)[C:5]([C:15]([O:17][CH2:18][C:19]([Cl:22])([Cl:21])[Cl:20])=[O:16])=[CH:4][C:3]=1[S:23]([NH:26][CH2:27][O:28][C:29](=[O:38])[CH2:30][CH2:31][CH2:32][CH2:33][C:34]([O:36]C)=[O:35])(=[O:25])=[O:24].[C-]#N.[Na+], predict the reaction product. The product is: [Cl:1][C:2]1[CH:7]=[C:6]([NH:8][CH2:9][C:10]2[O:11][CH:12]=[CH:13][CH:14]=2)[C:5]([C:15]([O:17][CH2:18][C:19]([Cl:22])([Cl:21])[Cl:20])=[O:16])=[CH:4][C:3]=1[S:23]([NH:26][CH2:27][O:28][C:29](=[O:38])[CH2:30][CH2:31][CH2:32][CH2:33][C:34]([OH:36])=[O:35])(=[O:25])=[O:24]. (2) Given the reactants [C:1]([C:4]([C@@:6]([C:21](=[O:23])[CH3:22])([C@:8]([C:18](=[O:20])[CH3:19])([C@:10]([C:15](=[O:17])[CH3:16])([C@@H:12]([CH3:14])[OH:13])[OH:11])[OH:9])[OH:7])=[O:5])(=[O:3])[CH3:2].[CH3:24][O:25][C:26]1[CH:31]=[CH:30][C:29](O)=[CH:28][CH:27]=1.B(F)(F)F.CCOCC, predict the reaction product. The product is: [CH3:24][O:25][C:26]1[CH:31]=[CH:30][C:29]([C@:15]2([CH3:16])[O:17][C@:4]([C:1](=[O:3])[CH3:2])([OH:5])[C@:6]([C:21](=[O:23])[CH3:22])([OH:7])[C@@:8]([C:18](=[O:20])[CH3:19])([OH:9])[C@@:10]2([C:12](=[O:13])[CH3:14])[OH:11])=[CH:28][CH:27]=1. (3) The product is: [CH2:1]([C:5]1[N:10]2[N:11]=[C:12]([CH3:14])[N:13]=[C:9]2[N:8]([C@H:15]2[CH2:20][CH2:19][C@H:18]([O:21][CH:49]([CH3:50])[C:48]([OH:40])([CH3:54])[CH3:53])[CH2:17][CH2:16]2)[C:7](=[O:22])[C:6]=1[CH2:23][C:24]1[CH:25]=[CH:26][C:27]([C:30]2[C:31]([C:36]#[N:37])=[CH:32][CH:33]=[CH:34][CH:35]=2)=[CH:28][CH:29]=1)[CH2:2][CH2:3][CH3:4]. Given the reactants [CH2:1]([C:5]1[N:10]2[N:11]=[C:12]([CH3:14])[N:13]=[C:9]2[N:8]([C@H:15]2[CH2:20][CH2:19][C@H:18]([OH:21])[CH2:17][CH2:16]2)[C:7](=[O:22])[C:6]=1[CH2:23][C:24]1[CH:29]=[CH:28][C:27]([C:30]2[C:31]([C:36]#[N:37])=[CH:32][CH:33]=[CH:34][CH:35]=2)=[CH:26][CH:25]=1)[CH2:2][CH2:3][CH3:4].C([O:40]C(=O)C(C)C[N+]#N)C.[C:48]1([CH3:54])[CH:53]=CC=[CH:50][CH:49]=1, predict the reaction product. (4) The product is: [Cl:18][C:15]1[CH:16]=[CH:17][C:12]([N:10]2[CH2:9][CH2:8][C:4]3[N:5]=[CH:6][N:7]=[C:2]([NH:19][C@@H:20]([C:23]4[CH:24]=[N:25][C:26]([O:29][CH3:30])=[CH:27][CH:28]=4)[CH2:21][OH:22])[C:3]=3[CH2:11]2)=[N:13][CH:14]=1. Given the reactants Cl[C:2]1[C:3]2[CH2:11][N:10]([C:12]3[CH:17]=[CH:16][C:15]([Cl:18])=[CH:14][N:13]=3)[CH2:9][CH2:8][C:4]=2[N:5]=[CH:6][N:7]=1.[NH2:19][C@@H:20]([C:23]1[CH:24]=[N:25][C:26]([O:29][CH3:30])=[CH:27][CH:28]=1)[CH2:21][OH:22].C(N(CC)C(C)C)(C)C, predict the reaction product.